The task is: Predict which catalyst facilitates the given reaction.. This data is from Catalyst prediction with 721,799 reactions and 888 catalyst types from USPTO. (1) Reactant: [C:1]([O:5][C:6](=[O:21])[NH:7][CH2:8][CH2:9][CH2:10][CH2:11][NH:12][CH2:13][C:14]1[C:19]([CH3:20])=[CH:18][CH:17]=[CH:16][N:15]=1)([CH3:4])([CH3:3])[CH3:2].Cl.[CH3:23][O:24][C:25]1[C:26]([CH2:33]Cl)=[NH+:27][CH:28]=[CH:29][C:30]=1[O:31][CH3:32].[CH3:35]CN(C(C)C)C(C)C. Product: [C:1]([O:5][C:6](=[O:21])[NH:7][CH2:8][CH2:9][CH2:10][CH2:11][N:12]([CH2:33][C:26]1[C:25]([O:24][CH3:23])=[C:30]([O:31][CH3:32])[CH:29]=[CH:28][N:27]=1)[CH2:13][C:14]1[C:19]([CH3:20])=[CH:18][C:17]([CH3:35])=[CH:16][N:15]=1)([CH3:4])([CH3:3])[CH3:2]. The catalyst class is: 23. (2) Reactant: [CH:1]1[N:5]2[C:6]3[C:11]([CH2:12][CH2:13][C:4]2=[C:3]([C:14](OCC)=[O:15])[N:2]=1)=[CH:10][CH:9]=[CH:8][CH:7]=3.[H-].[Al+3].[Li+].[H-].[H-].[H-].C(OCC)(=O)C.O. Product: [CH:1]1[N:5]2[C:6]3[C:11]([CH2:12][CH2:13][C:4]2=[C:3]([CH2:14][OH:15])[N:2]=1)=[CH:10][CH:9]=[CH:8][CH:7]=3. The catalyst class is: 7. (3) Reactant: [C:1]1([SH:7])[CH:6]=[CH:5][CH:4]=[CH:3][CH:2]=1.[H-].[Na+].[H][H].Cl[CH2:13][CH2:14][CH2:15][O:16][CH2:17][CH2:18][N:19]1[C:31]2[C:30]3[CH:29]=[CH:28][CH:27]=[CH:26][C:25]=3[N:24]=[C:23]([NH2:32])[C:22]=2[N:21]=[C:20]1[CH2:33][CH2:34][CH3:35]. Product: [C:1]1([S:7][CH2:13][CH2:14][CH2:15][O:16][CH2:17][CH2:18][N:19]2[C:31]3[C:30]4[CH:29]=[CH:28][CH:27]=[CH:26][C:25]=4[N:24]=[C:23]([NH2:32])[C:22]=3[N:21]=[C:20]2[CH2:33][CH2:34][CH3:35])[CH:6]=[CH:5][CH:4]=[CH:3][CH:2]=1. The catalyst class is: 3. (4) Reactant: [Br:1][C:2]1[N:7]2[CH:8]=[CH:9][N:10]=[C:6]2[C:5]([NH:11][C:12]2[CH:17]=[CH:16][C:15]([N:18]3[CH2:23][CH2:22][O:21][CH2:20][CH2:19]3)=[C:14]([C:24]([CH3:32])([CH3:31])[O:25][SiH2:26][C:27]([CH3:30])([CH3:29])[CH3:28])[CH:13]=2)=[N:4][CH:3]=1.[C:33]([O:37][C:38](O[C:38]([O:37][C:33]([CH3:36])([CH3:35])[CH3:34])=[O:39])=[O:39])([CH3:36])([CH3:35])[CH3:34]. Product: [C:33]([O:37][C:38](=[O:39])[N:11]([C:5]1[C:6]2[N:7]([CH:8]=[CH:9][N:10]=2)[C:2]([Br:1])=[CH:3][N:4]=1)[C:12]1[CH:17]=[CH:16][C:15]([N:18]2[CH2:19][CH2:20][O:21][CH2:22][CH2:23]2)=[C:14]([C:24]([CH3:32])([CH3:31])[O:25][SiH2:26][C:27]([CH3:30])([CH3:29])[CH3:28])[CH:13]=1)([CH3:36])([CH3:35])[CH3:34]. The catalyst class is: 2. (5) Reactant: [Cl:1][C:2]1[C:7]([C:8]([O:10][CH2:11][CH3:12])=[O:9])=[CH:6][N:5]=[C:4]([S:13][CH3:14])[N:3]=1.Cl.N1[C:20]2=[N:21][CH:22]=[CH:23][C:24]([O:25][C:26]3[CH:31]=[CH:30][C:29]([NH:32]C4C(C(NC5C=CC(F)=CC=5F)=O)=CN=CC=4)=[CH:28][C:27]=3[F:50])=[C:19]2C=C1.Cl.O1CCOCC1.C[N:59]1[C:63](=[O:64])CCC1. Product: [ClH:1].[C:63]([C:20]1[CH:19]=[C:24]([O:25][C:26]2[CH:31]=[CH:30][C:29]([NH:32][C:2]3[C:7]([C:8]([O:10][CH2:11][CH3:12])=[O:9])=[CH:6][N:5]=[C:4]([S:13][CH3:14])[N:3]=3)=[CH:28][C:27]=2[F:50])[CH:23]=[CH:22][N:21]=1)(=[O:64])[NH2:59]. The catalyst class is: 6. (6) Reactant: [F:1][C:2]1[CH:10]=[CH:9][C:5]([C:6]([NH2:8])=[O:7])=[CH:4][CH:3]=1.Br[CH:12]([CH3:21])[C:13](=O)[CH2:14][C:15]([O:17][CH2:18][CH3:19])=[O:16]. Product: [CH2:18]([O:17][C:15](=[O:16])[CH2:14][C:13]1[N:8]=[C:6]([C:5]2[CH:9]=[CH:10][C:2]([F:1])=[CH:3][CH:4]=2)[O:7][C:12]=1[CH3:21])[CH3:19]. The catalyst class is: 11. (7) Reactant: [Br:1][C:2]1[CH:3]=[CH:4][C:5]([O:32][CH:33]2[CH2:38][CH2:37][N:36](C(OC(C)(C)C)=O)[CH2:35][CH2:34]2)=[C:6]([CH:8]2[CH2:13][C:12](=[O:14])[NH:11][CH:10]([C:15]3[CH:20]=[CH:19][CH:18]=[C:17]([Cl:21])[CH:16]=3)[C:9]32[C:29]2[C:24](=[CH:25][C:26]([Cl:30])=[CH:27][CH:28]=2)[NH:23][C:22]3=[O:31])[CH:7]=1.FC(F)(F)C(O)=O. Product: [Br:1][C:2]1[CH:3]=[CH:4][C:5]([O:32][CH:33]2[CH2:38][CH2:37][NH:36][CH2:35][CH2:34]2)=[C:6]([CH:8]2[CH2:13][C:12](=[O:14])[NH:11][CH:10]([C:15]3[CH:16]=[C:17]([Cl:21])[CH:18]=[CH:19][CH:20]=3)[C:9]32[C:29]2[C:24](=[CH:25][C:26]([Cl:30])=[CH:27][CH:28]=2)[NH:23][C:22]3=[O:31])[CH:7]=1. The catalyst class is: 4.